This data is from HIV replication inhibition screening data with 41,000+ compounds from the AIDS Antiviral Screen. The task is: Binary Classification. Given a drug SMILES string, predict its activity (active/inactive) in a high-throughput screening assay against a specified biological target. (1) The molecule is C=C1C(=O)OC2C=C(C)C3=CC(=O)C(C)(CC(OC(=O)C(C)=CC)C12)O3. The result is 1 (active). (2) The compound is CC(=O)NS(=O)(=O)c1ccc(NC(=O)c2ccccc2SSc2ccccc2[N+](=O)[O-])cc1. The result is 1 (active). (3) The drug is Cc1nn(C(=O)c2ccncc2)c2c1C(c1ccc(Cl)cc1)SC(=N)N2. The result is 0 (inactive). (4) The drug is O=C(CN1CCN(Cc2ccccc2)CC1)N1CCCn2c1nc1ccccc1c2=O. The result is 0 (inactive).